Task: Predict the product of the given reaction.. Dataset: Forward reaction prediction with 1.9M reactions from USPTO patents (1976-2016) (1) Given the reactants [NH:1]1[CH2:6][CH2:5][CH2:4][CH2:3][C:2]1=[O:7].Br[C:9]1[CH:14]=[CH:13][C:12]([C:15]([N:17]2[CH2:22][CH2:21][N:20]([C:23]3[CH:28]=[CH:27][C:26]([CH3:29])=[CH:25][C:24]=3[CH3:30])[CH2:19][CH2:18]2)=[O:16])=[C:11]([S:31]([CH3:34])(=[O:33])=[O:32])[CH:10]=1, predict the reaction product. The product is: [CH3:30][C:24]1[CH:25]=[C:26]([CH3:29])[CH:27]=[CH:28][C:23]=1[N:20]1[CH2:19][CH2:18][N:17]([C:15]([C:12]2[CH:13]=[CH:14][C:9]([N:1]3[CH2:6][CH2:5][CH2:4][CH2:3][C:2]3=[O:7])=[CH:10][C:11]=2[S:31]([CH3:34])(=[O:33])=[O:32])=[O:16])[CH2:22][CH2:21]1. (2) Given the reactants [CH3:1][O:2][C:3]1[CH:4]=[C:5]2[C:10](=[CH:11][C:12]=1[O:13][CH3:14])[N:9]=[CH:8][CH:7]=[C:6]2[O:15][C:16]1[CH:22]=[CH:21][C:19]([NH2:20])=[CH:18][CH:17]=1.[C:23]1([CH3:29])[CH:28]=[CH:27][CH:26]=[CH:25][CH:24]=1.C(N(CC)CC)C.ClC(Cl)([O:40][C:41](=[O:47])OC(Cl)(Cl)Cl)Cl.COC1C=[CH:61][C:54]([CH:55](O)C(C)(C)C)=[CH:53]C=1, predict the reaction product. The product is: [CH3:1][O:2][C:3]1[CH:4]=[C:5]2[C:10](=[CH:11][C:12]=1[O:13][CH3:14])[N:9]=[CH:8][CH:7]=[C:6]2[O:15][C:16]1[CH:22]=[CH:21][C:19]([NH:20][C:41](=[O:47])[O:40][CH2:29][C:23]2[CH:28]=[CH:27][C:26]([C:54]([CH3:61])([CH3:55])[CH3:53])=[CH:25][CH:24]=2)=[CH:18][CH:17]=1. (3) Given the reactants [CH2:1]([N:4]1[C:9](=[O:10])[C:8]([O:11][CH3:12])=[N:7][N:6]([C:13]2[CH:14]=[C:15]([NH:19][C:20](=[O:22])[CH3:21])[CH:16]=[CH:17][CH:18]=2)[C:5]1=[O:23])[CH:2]=[CH2:3].[CH:24]([C:27]1[CH:34]=CC(CBr)=[CH:29][CH:28]=1)([CH3:26])[CH3:25].C(=O)([O-])[O-].[K+].[K+], predict the reaction product. The product is: [CH:24]([C:27]1[CH:28]=[CH:29][C:2]([CH2:1][N:4]2[C:9](=[O:10])[C:8]([O:11][CH3:12])=[N:7][N:6]([C:13]3[CH:14]=[C:15]([NH:19][C:20](=[O:22])[CH3:21])[CH:16]=[CH:17][CH:18]=3)[C:5]2=[O:23])=[CH:3][CH:34]=1)([CH3:26])[CH3:25]. (4) Given the reactants CO[C:3]1[CH:4]=[C:5]([CH2:9][CH2:10][NH:11][CH:12]=[O:13])[CH:6]=[CH:7][CH:8]=1.[CH3:14][S:15]C1C=C(CCN)C=CC=1.C(OC=O)C, predict the reaction product. The product is: [CH3:14][S:15][C:3]1[CH:4]=[C:5]([CH2:9][CH2:10][NH:11][CH:12]=[O:13])[CH:6]=[CH:7][CH:8]=1. (5) Given the reactants [C:1]([C:3]1[C:8](=[O:9])[NH:7][C:6]([CH3:16])([C:10](N(OC)C)=[O:11])[CH2:5][C:4]=1[C:17]1[CH:22]=[CH:21][C:20]([CH3:23])=[CH:19][CH:18]=1)#[N:2].[C:24]([Mg]Br)#[CH:25], predict the reaction product. The product is: [CH3:16][C:6]1([C:10](=[O:11])[C:24]#[CH:25])[NH:7][C:8](=[O:9])[C:3]([C:1]#[N:2])=[C:4]([C:17]2[CH:18]=[CH:19][C:20]([CH3:23])=[CH:21][CH:22]=2)[CH2:5]1. (6) Given the reactants [N+:1]([C:4]1[C:9]([N+:10]([O-:12])=[O:11])=[CH:8][CH:7]=[CH:6][C:5]=1[OH:13])([O-:3])=[O:2].Cl[CH2:15][CH2:16][O:17][CH2:18][CH3:19], predict the reaction product. The product is: [CH2:16]([O:17][CH2:18][CH2:19][O:13][C:5]1[CH:6]=[CH:7][CH:8]=[C:9]([N+:10]([O-:12])=[O:11])[C:4]=1[N+:1]([O-:3])=[O:2])[CH3:15].